Dataset: Full USPTO retrosynthesis dataset with 1.9M reactions from patents (1976-2016). Task: Predict the reactants needed to synthesize the given product. (1) The reactants are: [O:1]=[C:2]1[N:7]([CH2:8][O:9][CH2:10][CH2:11][Si:12]([CH3:15])([CH3:14])[CH3:13])[N:6]=[C:5](B(O)O)[CH:4]=[C:3]1[C:19]1[N:23]([CH2:24][O:25][CH2:26][CH2:27][Si:28]([CH3:31])([CH3:30])C)[C:22]2[CH:32]=[CH:33][CH:34]=[CH:35][C:21]=2[N:20]=1.[NH:36]1[CH:40]=[CH:39][N:38]=[CH:37]1. Given the product [CH3:30][SiH:28]([CH3:31])[CH2:27][CH2:26][O:25][CH2:24][N:23]1[C:22]2[CH:32]=[CH:33][CH:34]=[CH:35][C:21]=2[N:20]=[C:19]1[C:3]1[C:2](=[O:1])[N:7]([CH2:8][O:9][CH2:10][CH2:11][Si:12]([CH3:14])([CH3:13])[CH3:15])[N:6]=[C:5]([N:36]2[CH:40]=[CH:39][N:38]=[CH:37]2)[CH:4]=1, predict the reactants needed to synthesize it. (2) Given the product [O:15]=[C:13]1[CH:12]2[CH:10]3[CH:11]2[CH:3]2[C@@H:4]([C:5]([O:6][CH3:18])=[O:17])[C@@H:8]([C:7]([O:56][CH2:49][C:50]4[CH:55]=[CH:54][CH:53]=[CH:52][CH:51]=4)=[O:16])[CH:9]3[CH:1]3[CH:2]2[CH:14]13, predict the reactants needed to synthesize it. The reactants are: [CH:1]12[CH:14]3[CH:2]1[CH:3]1[CH:11]4[CH:12]([C:13]3=[O:15])[CH:10]4[CH:9]2[CH:8]2[CH:4]1[C:5](=[O:17])[O:6][C:7]2=[O:16].[CH2:18](N(CC)CC)C.F[P-](F)(F)(F)(F)F.N1(OC(N(C)C)=[N+](C)C)C2N=CC=CC=2N=N1.[CH2:49]([OH:56])[C:50]1[CH:55]=[CH:54][CH:53]=[CH:52][CH:51]=1. (3) Given the product [N:5]1[C:14]2[C:9](=[CH:10][CH:11]=[CH:12][CH:13]=2)[CH:8]=[CH:7][C:6]=1[NH:15][C:18]([C:20]1[CH:28]=[C:27]2[C:23]([CH:24]=[C:25]([C:29]3[C:30]([Cl:42])=[CH:31][C:32]([N:36]4[CH2:41][CH2:40][O:39][CH2:38][CH2:37]4)=[CH:33][C:34]=3[Cl:35])[NH:26]2)=[CH:22][CH:21]=1)=[O:17], predict the reactants needed to synthesize it. The reactants are: C[Al](C)C.[N:5]1[C:14]2[C:9](=[CH:10][CH:11]=[CH:12][CH:13]=2)[CH:8]=[CH:7][C:6]=1[NH2:15].C[O:17][C:18]([C:20]1[CH:28]=[C:27]2[C:23]([CH:24]=[C:25]([C:29]3[C:34]([Cl:35])=[CH:33][C:32]([N:36]4[CH2:41][CH2:40][O:39][CH2:38][CH2:37]4)=[CH:31][C:30]=3[Cl:42])[NH:26]2)=[CH:22][CH:21]=1)=O.C[Al](C)C.N1C2C(=CC=CC=2)C=CC=1N. (4) Given the product [C:20]([C:24]1[CH:25]=[C:26]([NH:36][C:17](=[O:19])[CH2:16][C:13]2[CH:12]=[CH:11][C:10]([N:3]3[C:4]4=[N:5][CH:6]=[CH:7][CH:8]=[C:9]4[N:1]=[CH:2]3)=[CH:15][CH:14]=2)[N:27]([C:29]2[CH:30]=[CH:31][C:32]([CH3:35])=[CH:33][CH:34]=2)[N:28]=1)([CH3:23])([CH3:22])[CH3:21], predict the reactants needed to synthesize it. The reactants are: [N:1]1[C:9]2[C:4](=[N:5][CH:6]=[CH:7][CH:8]=2)[N:3]([C:10]2[CH:15]=[CH:14][C:13]([CH2:16][C:17]([OH:19])=O)=[CH:12][CH:11]=2)[CH:2]=1.[C:20]([C:24]1[CH:25]=[C:26]([NH2:36])[N:27]([C:29]2[CH:34]=[CH:33][C:32]([CH3:35])=[CH:31][CH:30]=2)[N:28]=1)([CH3:23])([CH3:22])[CH3:21]. (5) Given the product [CH2:16]([C:18]1[NH:32][C:21]2[N:22]=[C:23]([S:31][C:2]3[NH:3][C:4](=[O:15])[N:5]([CH2:9][C:10]([O:12][CH2:13][CH3:14])=[O:11])[C:6](=[O:8])[CH:7]=3)[N:24]=[C:25]([N:26]3[CH2:29][CH:28]([OH:30])[CH2:27]3)[C:20]=2[CH:19]=1)[CH3:17], predict the reactants needed to synthesize it. The reactants are: Cl[C:2]1[NH:3][C:4](=[O:15])[N:5]([CH2:9][C:10]([O:12][CH2:13][CH3:14])=[O:11])[C:6](=[O:8])[CH:7]=1.[CH2:16]([C:18]1[NH:32][C:21]2[N:22]=[C:23]([SH:31])[N:24]=[C:25]([N:26]3[CH2:29][CH:28]([OH:30])[CH2:27]3)[C:20]=2[CH:19]=1)[CH3:17].C(O)(=O)C. (6) Given the product [C:11]([C:8]1[CH:7]=[C:6]([NH:5][C:3](=[O:4])[C:2]([CH3:16])([NH:17][CH:18]2[CH2:23][CH2:22][O:21][CH2:20][CH2:19]2)[CH3:15])[O:10][N:9]=1)([CH3:14])([CH3:13])[CH3:12], predict the reactants needed to synthesize it. The reactants are: Br[C:2]([CH3:16])([CH3:15])[C:3]([NH:5][C:6]1[O:10][N:9]=[C:8]([C:11]([CH3:14])([CH3:13])[CH3:12])[CH:7]=1)=[O:4].[NH2:17][CH:18]1[CH2:23][CH2:22][O:21][CH2:20][CH2:19]1.C([O-])([O-])=O.[Cs+].[Cs+]. (7) Given the product [CH2:16]([O:18][C:19](=[O:22])[CH2:20][N:21]=[C:1]([C:9]1[CH:14]=[CH:13][CH:12]=[CH:11][CH:10]=1)[C:2]1[CH:7]=[CH:6][CH:5]=[CH:4][CH:3]=1)[CH3:17], predict the reactants needed to synthesize it. The reactants are: [C:1]([C:9]1[CH:14]=[CH:13][CH:12]=[CH:11][CH:10]=1)(=O)[C:2]1[CH:7]=[CH:6][CH:5]=[CH:4][CH:3]=1.Cl.[CH2:16]([O:18][C:19](=[O:22])[CH2:20][NH2:21])[CH3:17].B(F)(F)F.CCOCC.C(N(CCCC)CCCC)CCC.